From a dataset of Catalyst prediction with 721,799 reactions and 888 catalyst types from USPTO. Predict which catalyst facilitates the given reaction. (1) Reactant: [CH3:1][CH:2]([CH3:17])[C@H:3]([N:7]1[CH2:15][C:14]2[C:9](=[CH:10][CH:11]=[CH:12][CH:13]=2)[C:8]1=[O:16])[C:4]([OH:6])=O.CCN(C(C)C)C(C)C.CN(C(ON1N=NC2C=CC=NC1=2)=[N+](C)C)C.F[P-](F)(F)(F)(F)F.[C:51]([O:55][C@H:56]1[CH2:60][NH:59][C@H:58]([C:61]([NH:63][CH2:64][C:65]2[CH:70]=[CH:69][C:68]([C:71]3[S:75][CH:74]=[N:73][C:72]=3[CH3:76])=[CH:67][C:66]=2[OH:77])=[O:62])[CH2:57]1)([CH3:54])([CH3:53])[CH3:52]. Product: [C:51]([O:55][C@H:56]1[CH2:60][N:59]([C:4](=[O:6])[C@@H:3]([N:7]2[CH2:15][C:14]3[C:9](=[CH:10][CH:11]=[CH:12][CH:13]=3)[C:8]2=[O:16])[CH:2]([CH3:1])[CH3:17])[C@H:58]([C:61]([NH:63][CH2:64][C:65]2[CH:70]=[CH:69][C:68]([C:71]3[S:75][CH:74]=[N:73][C:72]=3[CH3:76])=[CH:67][C:66]=2[OH:77])=[O:62])[CH2:57]1)([CH3:54])([CH3:53])[CH3:52]. The catalyst class is: 9. (2) Reactant: [Na].[CH2:2]([C:9]#[N:10])[C:3]1[CH:8]=[CH:7][CH:6]=[CH:5][CH:4]=1.[CH3:11][C:12]([CH3:16])=[CH:13][CH:14]=O. Product: [CH3:11][C:12]([CH3:16])=[CH:13][CH:14]=[C:2]([C:3]1[CH:8]=[CH:7][CH:6]=[CH:5][CH:4]=1)[C:9]#[N:10]. The catalyst class is: 5.